Dataset: Reaction yield outcomes from USPTO patents with 853,638 reactions. Task: Predict the reaction yield, written as a fraction of the theoretical maximum amount of product (1.0 means a 100% yield; for example, 0.34 means a 34% yield). (1) The yield is 0.530. The catalyst is C(O)C. The reactants are [In].[CH3:2][O:3][CH:4]([O:7][CH3:8])[CH:5]=[O:6].[CH2:9](Br)[CH:10]=[CH2:11]. The product is [OH:6][CH:5]([CH2:11][CH:10]=[CH2:9])[CH:4]([O:7][CH3:8])[O:3][CH3:2]. (2) The reactants are [C:1]([O:5][C:6]([N:8]1[CH2:13][CH2:12][CH:11]([NH:14][CH2:15][C:16]2[CH:21]=[CH:20][C:19]([N+:22]([O-:24])=[O:23])=[CH:18][CH:17]=2)[CH2:10][CH2:9]1)=[O:7])([CH3:4])([CH3:3])[CH3:2].CCN(C(C)C)C(C)C.[CH2:34]([C:39]1[CH:47]=[CH:46][C:42]([C:43](Cl)=[O:44])=[CH:41][CH:40]=1)[CH2:35][CH2:36][CH2:37][CH3:38].C(=O)(O)[O-].[Na+]. The catalyst is ClCCl. The product is [C:1]([O:5][C:6]([N:8]1[CH2:13][CH2:12][CH:11]([N:14]([CH2:15][C:16]2[CH:17]=[CH:18][C:19]([N+:22]([O-:24])=[O:23])=[CH:20][CH:21]=2)[C:43](=[O:44])[C:42]2[CH:46]=[CH:47][C:39]([CH2:34][CH2:35][CH2:36][CH2:37][CH3:38])=[CH:40][CH:41]=2)[CH2:10][CH2:9]1)=[O:7])([CH3:4])([CH3:2])[CH3:3]. The yield is 0.980. (3) The reactants are [Cl:1][C:2]1[C:7]([Cl:8])=[CH:6][CH:5]=[CH:4][C:3]=1[N:9]1[C:13]([C:14]#[N:15])=[CH:12][C:11]([C:16]([F:19])([F:18])[F:17])=[N:10]1.S(C)C.CCOCC.Cl.C(Cl)(Cl)Cl.CO. The catalyst is C1COCC1. The product is [ClH:1].[Cl:1][C:2]1[C:7]([Cl:8])=[CH:6][CH:5]=[CH:4][C:3]=1[N:9]1[C:13]([CH2:14][NH2:15])=[CH:12][C:11]([C:16]([F:18])([F:19])[F:17])=[N:10]1. The yield is 0.270. (4) The product is [OH:14][C:15]1[CH:23]=[CH:22][C:18]([C:19]2[O:4][C:3]3[CH:5]=[CH:6][CH:7]=[CH:8][C:2]=3[C:1](=[O:9])[N:10]=2)=[CH:17][CH:16]=1. The yield is 0.120. The reactants are [C:1]([NH2:10])(=[O:9])[C:2]1[C:3](=[CH:5][CH:6]=[CH:7][CH:8]=1)[OH:4].C([O:14][C:15]1[CH:23]=[CH:22][C:18]([C:19](Cl)=O)=[CH:17][CH:16]=1)(=O)C.N1C=CC=CC=1. The catalyst is C1(C)C(C)=CC=CC=1. (5) The reactants are C([Si](C1C=CC=CC=1)(C1C=CC=CC=1)[O:6][CH2:7][C@@H:8]1[C@@H:13]([O:14][CH2:15][C:16]2[CH:21]=[CH:20][CH:19]=[CH:18][CH:17]=2)[C@H:12]([O:22][CH2:23][C:24]2[CH:29]=[CH:28][CH:27]=[CH:26][CH:25]=2)[C@H:11]([O:30][CH2:31][C:32]2[CH:37]=[CH:36][CH:35]=[CH:34][CH:33]=2)[C@@H:10]([O:38][C:39]2[CH:44]=[CH:43][C:42]([I:45])=[CH:41][CH:40]=2)[O:9]1)(C)(C)C.C(O)(=O)C.[F-].C([N+](CCCC)(CCCC)CCCC)CCC. The catalyst is C1COCC1. The product is [CH2:15]([O:14][C@H:13]1[C@H:12]([O:22][CH2:23][C:24]2[CH:29]=[CH:28][CH:27]=[CH:26][CH:25]=2)[C@H:11]([O:30][CH2:31][C:32]2[CH:37]=[CH:36][CH:35]=[CH:34][CH:33]=2)[C@@H:10]([O:38][C:39]2[CH:40]=[CH:41][C:42]([I:45])=[CH:43][CH:44]=2)[O:9][C@@H:8]1[CH2:7][OH:6])[C:16]1[CH:17]=[CH:18][CH:19]=[CH:20][CH:21]=1. The yield is 0.850.